The task is: Predict the reaction yield, written as a fraction of the theoretical maximum amount of product (1.0 means a 100% yield; for example, 0.34 means a 34% yield).. This data is from Reaction yield outcomes from USPTO patents with 853,638 reactions. (1) The reactants are NC1(C2C=CC(C3C(=O)C4C(=CC=C(F)C=4)OC=3C3C=CC=CC=3)=CC=2)CCC1.C(OC(=O)[NH:36][C:37]1([C:41]2[CH:46]=[CH:45][C:44]([C:47]3[C:56](=[O:57])[C:55]4[C:50](=[C:51]([N:58]5[CH2:63][CH2:62][O:61][CH2:60][CH2:59]5)[CH:52]=[CH:53][CH:54]=4)[O:49][C:48]=3[C:64]3[CH:69]=[CH:68][CH:67]=[CH:66][CH:65]=3)=[CH:43][CH:42]=2)[CH2:40][CH2:39][CH2:38]1)(C)(C)C.C(O)(C(F)(F)F)=O.[ClH:78]. The catalyst is CO.O. The product is [ClH:78].[NH2:36][C:37]1([C:41]2[CH:42]=[CH:43][C:44]([C:47]3[C:56](=[O:57])[C:55]4[C:50](=[C:51]([N:58]5[CH2:63][CH2:62][O:61][CH2:60][CH2:59]5)[CH:52]=[CH:53][CH:54]=4)[O:49][C:48]=3[C:64]3[CH:69]=[CH:68][CH:67]=[CH:66][CH:65]=3)=[CH:45][CH:46]=2)[CH2:40][CH2:39][CH2:38]1. The yield is 0.750. (2) The reactants are [CH3:1][N:2]1[CH2:7][CH2:6][N:5]([CH3:8])[CH2:4][CH:3]1[C:9]1[N:13]2[CH:14]=[C:15](F)[CH:16]=[CH:17][C:12]2=[N:11][N:10]=1.[NH2:19][C@@H:20]1[C:29]2[C:24](=[CH:25][CH:26]=[CH:27][CH:28]=2)[C@H:23]([OH:30])[CH2:22][CH2:21]1.[H-].[Na+].N. The catalyst is CN(C=O)C.CO.C(Cl)Cl. The product is [CH3:1][N:2]1[CH2:7][CH2:6][N:5]([CH3:8])[CH2:4][CH:3]1[C:9]1[N:13]2[CH:14]=[C:15]([O:30][C@H:23]3[C:24]4[C:29](=[CH:28][CH:27]=[CH:26][CH:25]=4)[C@@H:20]([NH2:19])[CH2:21][CH2:22]3)[CH:16]=[CH:17][C:12]2=[N:11][N:10]=1. The yield is 0.660. (3) The reactants are [N:1]1[C:10]2[C:5](=[CH:6][CH:7]=[CH:8][CH:9]=2)[C:4]([N:11]2[CH2:17][C:16]3[CH:18]=[C:19]([C:22]4[CH:31]=[CH:30][C:25]5[NH:26][C:27](=[S:29])[NH:28][C:24]=5[CH:23]=4)[CH:20]=[CH:21][C:15]=3[O:14][CH2:13][CH2:12]2)=[CH:3][CH:2]=1.[C:32](=O)([O-])[O-].[K+].[K+].CI.C(OCC)(=O)C. The catalyst is CN(C)C=O. The product is [CH3:32][S:29][C:27]1[NH:28][C:24]2[CH:23]=[C:22]([C:19]3[CH:20]=[CH:21][C:15]4[O:14][CH2:13][CH2:12][N:11]([C:4]5[C:5]6[C:10](=[CH:9][CH:8]=[CH:7][CH:6]=6)[N:1]=[CH:2][CH:3]=5)[CH2:17][C:16]=4[CH:18]=3)[CH:31]=[CH:30][C:25]=2[N:26]=1. The yield is 0.600. (4) The reactants are [F:1][C:2]1[CH:7]=[C:6]([C:8]([F:11])([F:10])[F:9])[CH:5]=[CH:4][C:3]=1[CH:12]1[CH2:17][C:16](=[O:18])[NH:15][C:14]([CH3:19])=[C:13]1[C:20]([O:22][CH3:23])=[O:21].[H-].[Na+].[CH3:26]OS(OC)(=O)=O. The catalyst is CN(C=O)C. The product is [F:1][C:2]1[CH:7]=[C:6]([C:8]([F:9])([F:11])[F:10])[CH:5]=[CH:4][C:3]=1[CH:12]1[CH2:17][C:16](=[O:18])[N:15]([CH3:26])[C:14]([CH3:19])=[C:13]1[C:20]([O:22][CH3:23])=[O:21]. The yield is 0.480.